This data is from Full USPTO retrosynthesis dataset with 1.9M reactions from patents (1976-2016). The task is: Predict the reactants needed to synthesize the given product. (1) The reactants are: [Cl:1][C:2]1[CH:26]=[CH:25][C:5]([C:6]([NH:8][CH:9]([CH2:13][C:14]2[C:23]3[C:18](=[CH:19][CH:20]=[CH:21][CH:22]=3)[NH:17][C:16](=[O:24])[CH:15]=2)[C:10]([OH:12])=[S:11])=[O:7])=[CH:4][CH:3]=1.Br[CH2:28][CH2:29][CH:30]1[O:34][CH2:33][CH2:32][O:31]1. Given the product [Cl:1][C:2]1[CH:3]=[CH:4][C:5]([C:6]([NH:8][CH:9]([CH2:13][C:14]2[C:23]3[C:18](=[CH:19][CH:20]=[CH:21][CH:22]=3)[NH:17][C:16](=[O:24])[CH:15]=2)[C:10]([S:11][CH2:28][CH2:29][CH:30]2[O:34][CH2:33][CH2:32][O:31]2)=[O:12])=[O:7])=[CH:25][CH:26]=1, predict the reactants needed to synthesize it. (2) Given the product [C:38]([NH:37][C:34]1[CH:33]=[CH:32][C:31]([S:28]([NH:27][C:11]2[CH:12]=[CH:13][C:14]([NH:15][CH2:16][CH2:17][CH2:18][O:19][Si:20]([C:23]([CH3:26])([CH3:25])[CH3:24])([CH3:21])[CH3:22])=[C:9]([NH:8][C:5](=[O:6])[C:1]([CH3:4])([CH3:3])[CH3:2])[CH:10]=2)(=[O:29])=[O:30])=[CH:36][CH:35]=1)(=[O:40])[CH3:39], predict the reactants needed to synthesize it. The reactants are: [C:1]([C:5](Cl)=[O:6])([CH3:4])([CH3:3])[CH3:2].[NH2:8][C:9]1[CH:10]=[C:11]([NH:27][S:28]([C:31]2[CH:36]=[CH:35][C:34]([NH:37][C:38](=[O:40])[CH3:39])=[CH:33][CH:32]=2)(=[O:30])=[O:29])[CH:12]=[CH:13][C:14]=1[NH:15][CH2:16][CH2:17][CH2:18][O:19][Si:20]([C:23]([CH3:26])([CH3:25])[CH3:24])([CH3:22])[CH3:21].CCN(CC)CC. (3) Given the product [F:17][C:14]1[CH:15]=[CH:16][C:11]([N:10]2[C:2]3[CH:7]=[CH:6][N:5]=[CH:4][C:3]=3[CH:8]=[N:9]2)=[CH:12][CH:13]=1, predict the reactants needed to synthesize it. The reactants are: Br[C:2]1[CH:7]=[CH:6][N:5]=[CH:4][C:3]=1/[CH:8]=[N:9]/[NH:10][C:11]1[CH:16]=[CH:15][C:14]([F:17])=[CH:13][CH:12]=1.CN[C@@H]1CCCC[C@H]1NC.C([O-])([O-])=O.[K+].[K+]. (4) The reactants are: [H-].[Na+].[CH2:3]([N:10]([CH2:15]/[CH:16]=[CH:17]/[C:18]1[CH:23]=[CH:22][CH:21]=[CH:20][CH:19]=1)[CH2:11][CH2:12][C:13]#[N:14])[C:4]1[CH:9]=[CH:8][CH:7]=[CH:6][CH:5]=1.CC(O)=O.O. Given the product [CH2:3]([N:10]1[CH2:15][CH:16]([CH2:17][C:18]2[CH:19]=[CH:20][CH:21]=[CH:22][CH:23]=2)[CH:12]([C:13]#[N:14])[CH2:11]1)[C:4]1[CH:5]=[CH:6][CH:7]=[CH:8][CH:9]=1, predict the reactants needed to synthesize it. (5) Given the product [C:27]([C:26]1[CH:25]=[CH:24][C:23]([CH:4]2[N:3]([C:32]([O:34][C:35]3[CH:36]=[CH:37][C:38]([N+:41]([O-:43])=[O:42])=[CH:39][CH:40]=3)=[O:33])[C:2](=[O:1])[N:7]([C:8]3[CH:13]=[CH:12][CH:11]=[C:10]([C:14]([F:15])([F:16])[F:17])[CH:9]=3)[C:6]3[CH2:18][CH2:19][NH:20][C:21](=[O:22])[C:5]2=3)=[CH:30][CH:29]=1)#[N:28], predict the reactants needed to synthesize it. The reactants are: [O:1]=[C:2]1[N:7]([C:8]2[CH:13]=[CH:12][CH:11]=[C:10]([C:14]([F:17])([F:16])[F:15])[CH:9]=2)[C:6]2[CH2:18][CH2:19][NH:20][C:21](=[O:22])[C:5]=2[CH:4]([C:23]2[CH:30]=[CH:29][C:26]([C:27]#[N:28])=[CH:25][CH:24]=2)[NH:3]1.Cl[C:32]([O:34][C:35]1[CH:40]=[CH:39][C:38]([N+:41]([O-:43])=[O:42])=[CH:37][CH:36]=1)=[O:33].C(N(CC)CC)C. (6) Given the product [CH3:1][O:2][C:3]1[CH:8]=[C:7]([CH3:9])[C:6]([S:10]([N:16]2[C:24]3[C:19](=[CH:20][CH:21]=[C:22]([C:25]([O:27][CH3:28])=[O:26])[CH:23]=3)[CH2:18][CH2:17]2)(=[O:12])=[O:11])=[C:5]([CH3:14])[CH:4]=1, predict the reactants needed to synthesize it. The reactants are: [CH3:1][O:2][C:3]1[CH:8]=[C:7]([CH3:9])[C:6]([S:10](Cl)(=[O:12])=[O:11])=[C:5]([CH3:14])[CH:4]=1.Cl.[NH:16]1[C:24]2[C:19](=[CH:20][CH:21]=[C:22]([C:25]([O:27][CH3:28])=[O:26])[CH:23]=2)[CH2:18][CH2:17]1. (7) Given the product [F:41][C:40]([F:43])([F:42])[S:37]([O:13][C:14]1[CH2:19][CH2:18][N:17]([C:20]([O:22][CH2:23][C:24]2[CH:29]=[CH:28][CH:27]=[CH:26][CH:25]=2)=[O:21])[CH2:16][CH:15]=1)(=[O:39])=[O:38], predict the reactants needed to synthesize it. The reactants are: C([Li])CCC.C(NC(C)C)(C)C.[O:13]=[C:14]1[CH2:19][CH2:18][N:17]([C:20]([O:22][CH2:23][C:24]2[CH:29]=[CH:28][CH:27]=[CH:26][CH:25]=2)=[O:21])[CH2:16][CH2:15]1.C1C=CC(N([S:37]([C:40]([F:43])([F:42])[F:41])(=[O:39])=[O:38])[S:37]([C:40]([F:43])([F:42])[F:41])(=[O:39])=[O:38])=CC=1.